From a dataset of Forward reaction prediction with 1.9M reactions from USPTO patents (1976-2016). Predict the product of the given reaction. (1) Given the reactants [OH:1][C:2]1[C:3]([CH3:33])([CH3:32])[C:4]2[C:9]([C:10](=[O:23])[C:11]=1[C:12]([NH:14][CH2:15][C:16]([O:18][C:19]([CH3:22])([CH3:21])[CH3:20])=[O:17])=[O:13])=[CH:8][CH:7]=[C:6](/[CH:24]=[CH:25]/[C:26]1[CH:31]=[CH:30][CH:29]=[CH:28][CH:27]=1)[CH:5]=2.[H][H], predict the reaction product. The product is: [OH:1][C:2]1[C:3]([CH3:33])([CH3:32])[C:4]2[C:9]([C:10](=[O:23])[C:11]=1[C:12]([NH:14][CH2:15][C:16]([O:18][C:19]([CH3:22])([CH3:21])[CH3:20])=[O:17])=[O:13])=[CH:8][CH:7]=[C:6]([CH2:24][CH2:25][C:26]1[CH:27]=[CH:28][CH:29]=[CH:30][CH:31]=1)[CH:5]=2. (2) Given the reactants [Mg].Br[C:3]1[CH:8]=[CH:7][CH:6]=[CH:5][C:4]=1[C:9]([F:12])([F:11])[F:10].[O:13]=[C:14]1[CH2:19][CH2:18][N:17]([C:20]([O:22][C:23]([CH3:26])([CH3:25])[CH3:24])=[O:21])[CH2:16][CH2:15]1.[Cl-].[NH4+], predict the reaction product. The product is: [OH:13][C:14]1([C:3]2[CH:8]=[CH:7][CH:6]=[CH:5][C:4]=2[C:9]([F:12])([F:11])[F:10])[CH2:15][CH2:16][N:17]([C:20]([O:22][C:23]([CH3:26])([CH3:25])[CH3:24])=[O:21])[CH2:18][CH2:19]1. (3) The product is: [S:5]1[C:4]2[C:8](=[O:10])[NH:1][CH2:2][C:3]=2[CH:7]=[CH:6]1. Given the reactants [NH2:1][CH2:2][C:3]1[CH:7]=[CH:6][S:5][C:4]=1[C:8]([O:10]C)=O.C(=O)([O-])[O-].[K+].[K+], predict the reaction product.